From a dataset of Full USPTO retrosynthesis dataset with 1.9M reactions from patents (1976-2016). Predict the reactants needed to synthesize the given product. (1) Given the product [CH2:50]([O:57][C:58]1[CH:82]=[CH:81][C:61]([C:62]([O:64][C:65]2[CH:66]=[N:67][C:68]([CH2:71][N:72]([CH2:73][C:74]([O:76][C:77]([CH3:80])([CH3:79])[CH3:78])=[O:75])[C:17](=[O:18])[C:16]3[CH:15]=[CH:14][C:13]([NH:12][C:10](=[O:11])[CH2:9][C:6]4[CH:7]=[CH:8][C:3]([O:2][CH3:1])=[CH:4][C:5]=4[C:22]([F:25])([F:24])[F:23])=[CH:21][CH:20]=3)=[CH:69][CH:70]=2)=[O:63])=[CH:60][CH:59]=1)[CH2:51][CH2:52][CH2:53][CH2:54][CH2:55][CH3:56], predict the reactants needed to synthesize it. The reactants are: [CH3:1][O:2][C:3]1[CH:8]=[CH:7][C:6]([CH2:9][C:10]([NH:12][C:13]2[CH:21]=[CH:20][C:16]([C:17](O)=[O:18])=[CH:15][CH:14]=2)=[O:11])=[C:5]([C:22]([F:25])([F:24])[F:23])[CH:4]=1.CN(C(ON1N=NC2C=CC=NC1=2)=[N+](C)C)C.F[P-](F)(F)(F)(F)F.[CH2:50]([O:57][C:58]1[CH:82]=[CH:81][C:61]([C:62]([O:64][C:65]2[CH:66]=[N:67][C:68]([CH2:71][NH:72][CH2:73][C:74]([O:76][C:77]([CH3:80])([CH3:79])[CH3:78])=[O:75])=[CH:69][CH:70]=2)=[O:63])=[CH:60][CH:59]=1)[CH2:51][CH2:52][CH2:53][CH2:54][CH2:55][CH3:56].C(N(CC)CC)C. (2) The reactants are: [Cl:1][C:2]1[CH:15]=[C:14]([N+:16]([O-])=O)[CH:13]=[CH:12][C:3]=1[O:4][CH2:5][C:6]1[CH:11]=[CH:10][CH:9]=[CH:8][N:7]=1.[Cl-].[NH4+].C(O)C. Given the product [Cl:1][C:2]1[CH:15]=[C:14]([CH:13]=[CH:12][C:3]=1[O:4][CH2:5][C:6]1[CH:11]=[CH:10][CH:9]=[CH:8][N:7]=1)[NH2:16], predict the reactants needed to synthesize it. (3) Given the product [CH3:12][CH:11]([C:9]1[S:8][C:4]2[N:5]=[CH:6][N:7]=[C:2]([NH:20][CH:17]3[CH2:18][CH2:19][CH:14]([NH2:21])[CH2:15][CH2:16]3)[C:3]=2[CH:10]=1)[CH3:13], predict the reactants needed to synthesize it. The reactants are: Cl[C:2]1[C:3]2[CH:10]=[C:9]([CH:11]([CH3:13])[CH3:12])[S:8][C:4]=2[N:5]=[CH:6][N:7]=1.[CH:14]1([NH2:21])[CH2:19][CH2:18][CH:17]([NH2:20])[CH2:16][CH2:15]1. (4) Given the product [CH2:22]([N:10]1[C:11]2[C:16](=[CH:15][CH:14]=[CH:13][CH:12]=2)[C:8]2([C:6]3[CH:7]=[C:2]([F:1])[C:3]([O:20][CH3:21])=[CH:4][C:5]=3[O:19][CH2:18]2)[C:9]1=[O:17])[C:23]1[CH:28]=[CH:27][CH:26]=[CH:25][CH:24]=1, predict the reactants needed to synthesize it. The reactants are: [F:1][C:2]1[C:3]([O:20][CH3:21])=[CH:4][C:5]2[O:19][CH2:18][C:8]3([C:16]4[C:11](=[CH:12][CH:13]=[CH:14][CH:15]=4)[NH:10][C:9]3=[O:17])[C:6]=2[CH:7]=1.[CH2:22](Br)[C:23]1[CH:28]=[CH:27][CH:26]=[CH:25][CH:24]=1.BrCC1CCCCO1. (5) Given the product [CH:5]1[CH:4]=[CH:3][C:2]([CH2:1][NH:8][C:9]([CH2:10][C:11]2[CH:16]=[CH:15][C:14]([C:27]3[CH:28]=[CH:29][C:30]([O:31][CH2:32][CH2:33][N:34]4[CH2:35][CH2:36][O:37][CH2:38][CH2:39]4)=[CH:40][CH:41]=3)=[CH:13][N:12]=2)=[O:18])=[CH:7][CH:6]=1, predict the reactants needed to synthesize it. The reactants are: [CH2:1]([NH:8][C:9](=[O:18])[CH2:10][C:11]1[CH:16]=[CH:15][C:14](Br)=[CH:13][N:12]=1)[C:2]1[CH:7]=[CH:6][CH:5]=[CH:4][CH:3]=1.CC1(C)C(C)(C)OB([C:27]2[CH:41]=[CH:40][C:30]([O:31][CH2:32][CH2:33][N:34]3[CH2:39][CH2:38][O:37][CH2:36][CH2:35]3)=[CH:29][CH:28]=2)O1.C(=O)([O-])[O-].[K+].[K+]. (6) Given the product [CH3:7][C:4]([Si:1]([O:8][CH2:9][CH2:10][NH:11][C:12]1[CH:17]=[CH:16][C:15]([NH2:18])=[CH:14][CH:13]=1)([CH3:3])[CH3:2])([CH3:5])[CH3:6], predict the reactants needed to synthesize it. The reactants are: [Si:1]([O:8][CH2:9][CH2:10][NH:11][C:12]1[CH:17]=[CH:16][C:15]([N+:18]([O-])=O)=[CH:14][CH:13]=1)([C:4]([CH3:7])([CH3:6])[CH3:5])([CH3:3])[CH3:2].